From a dataset of Experimentally validated miRNA-target interactions with 360,000+ pairs, plus equal number of negative samples. Binary Classification. Given a miRNA mature sequence and a target amino acid sequence, predict their likelihood of interaction. (1) Result: 1 (interaction). The miRNA is hsa-miR-6872-3p with sequence CCCAUGCCUCCUGCCGCGGUC. The protein sequence of the target gene is MDVGELLSYQPNRGTKRPRDDEEEEQKMRRKQTGTRERGRYREEEMTVVEEADDDKKRLLQIIDRDGEEEEEEEEPLDESSVKKMILTFEKRSYKNQELRIKFPDNPEKFMESELDLNDIIQEMHVVATMPDLYHLLVELNAVQSLLGLLGHDNTDVSIAVVDLLQELTDIDTLHESEEGAEVLIDALVDGQVVALLVQNLERLDESVKEEADGVHNTLAIVENMAEFRPEMCTEGAQQGLLQWLLKRLKAKMPFDANKLYCSEVLAILLQDNDENRELLGELDGIDVLLQQLSVFKRHN.... (2) The miRNA is hsa-miR-922 with sequence GCAGCAGAGAAUAGGACUACGUC. Result: 0 (no interaction). The protein sequence of the target gene is MALCLKQVFAKDKTFRPRKRFEPGTQRFELYKKAQASLKSGLDLRSVVRLPPGENIDDWIAVHVVDFFNRINLIYGTMAERCSETSCPVMAGGPRYEYRWQDERQYRRPAKLSAPRYMALLMDWIEGLINDEEVFPTRVGVPFPKNFQQVCTKILTRLFRVFVHVYIHHFDSILSMGAEAHVNTCYKHFYYFIREFSLVDQRELEPLREMTERICH. (3) The miRNA is hsa-miR-222-3p with sequence AGCUACAUCUGGCUACUGGGU. The protein sequence of the target gene is MTVLQEPVQAAIWQALNHYAYRDAVFLAERLYAEVHSEEALFLLATCYYRSGKAYKAYRLLKGHSCTTPQCKYLLAKCCVDLSKLAEGEQILSGGVFNKQKSHDDIVTEFGDSACFTLSLLGHVYCKTDRLAKGSECYQKSLSLNPFLWSPFESLCEIGEKPDPDQTFKFTSLQNFSNCLPNSCTTQVPNHSLSHRQPETVLTETPQDTIELNRLNLESSNSKYSLNTDSSVSYIDSAVISPDTVPLGTGTSILSKQVQNKPKTGRSLLGGPAALSPLTPSFGILPLETPSPGDGSYLQN.... Result: 1 (interaction).